Dataset: Forward reaction prediction with 1.9M reactions from USPTO patents (1976-2016). Task: Predict the product of the given reaction. (1) Given the reactants [NH2:1][C:2]1[NH:3][CH:4]=[CH:5][N:6]=1.[C:7]([O:11][C:12](O[C:12]([O:11][C:7]([CH3:10])([CH3:9])[CH3:8])=[O:13])=[O:13])([CH3:10])([CH3:9])[CH3:8], predict the reaction product. The product is: [NH2:1][C:2]1[N:3]([C:12]([O:11][C:7]([CH3:10])([CH3:9])[CH3:8])=[O:13])[CH:4]=[CH:5][N:6]=1. (2) Given the reactants [CH3:1][S:2](Cl)(=[O:4])=[O:3].[F:6][CH:7]([F:37])[C:8]1[N:12]([C:13]2[CH:18]=[C:17]([N:19]3[CH2:24][CH2:23][O:22][CH2:21][CH2:20]3)[N:16]=[C:15]([NH:25][C@H:26]3[CH2:31][CH2:30][C@H:29]([NH2:32])[CH2:28][CH2:27]3)[N:14]=2)[C:11]2[CH:33]=[CH:34][CH:35]=[CH:36][C:10]=2[N:9]=1.C(=O)C1C=CC=CC=1.C(O)C(N)(CO)CO, predict the reaction product. The product is: [F:37][CH:7]([F:6])[C:8]1[N:12]([C:13]2[CH:18]=[C:17]([N:19]3[CH2:20][CH2:21][O:22][CH2:23][CH2:24]3)[N:16]=[C:15]([NH:25][C@H:26]3[CH2:27][CH2:28][C@H:29]([NH:32][S:2]([CH3:1])(=[O:4])=[O:3])[CH2:30][CH2:31]3)[N:14]=2)[C:11]2[CH:33]=[CH:34][CH:35]=[CH:36][C:10]=2[N:9]=1. (3) Given the reactants C(=O)([O-])[O-].[K+].[K+].[Cl:7][C:8]1[CH:9]=[C:10]([N:15]2[CH2:20][CH2:19][CH:18]([N:21](C)[C:22](=O)C(F)(F)F)[CH2:17][CH2:16]2)[CH:11]=[CH:12][C:13]=1[Cl:14].CO, predict the reaction product. The product is: [ClH:7].[Cl:7][C:8]1[CH:9]=[C:10]([N:15]2[CH2:16][CH2:17][CH:18]([NH:21][CH3:22])[CH2:19][CH2:20]2)[CH:11]=[CH:12][C:13]=1[Cl:14]. (4) Given the reactants [BH4-].[Na+].[CH3:3][N:4]1[C:9]2[CH:10]=[C:11]([C:14](=[O:31])[CH2:15][N:16]3[CH2:21][CH:20]=[C:19]([C:22]4[C:30]5[C:25](=[N:26][CH:27]=[CH:28][CH:29]=5)[NH:24][CH:23]=4)[CH2:18][CH2:17]3)[CH:12]=[CH:13][C:8]=2[O:7][CH2:6][C:5]1=[O:32], predict the reaction product. The product is: [OH:31][CH:14]([C:11]1[CH:12]=[CH:13][C:8]2[O:7][CH2:6][C:5](=[O:32])[N:4]([CH3:3])[C:9]=2[CH:10]=1)[CH2:15][N:16]1[CH2:17][CH:18]=[C:19]([C:22]2[C:30]3[C:25](=[N:26][CH:27]=[CH:28][CH:29]=3)[NH:24][CH:23]=2)[CH2:20][CH2:21]1. (5) Given the reactants [Cl:1][C:2]1[CH:11]=[CH:10][C:9]([C:12]#[N:13])=[CH:8][C:3]=1[C:4]([O:6][CH3:7])=[O:5].[NH2:14][OH:15], predict the reaction product. The product is: [NH2:13][C:12](=[N:14][OH:15])[C:9]1[CH:10]=[CH:11][C:2]([Cl:1])=[C:3]([CH:8]=1)[C:4]([O:6][CH3:7])=[O:5]. (6) Given the reactants [I:1]I.[Si:3]([O:10][CH2:11][C@@H:12]1[C@H:16]2[O:17][C:18]([CH3:21])([CH3:20])[O:19][C@H:15]2[C@H:14]([N:22]2[CH:30]=[N:29][C:28]3[C:23]2=[N:24][C:25]([Sn](CCCC)(CCCC)CCCC)=[N:26][C:27]=3[Cl:31])[O:13]1)([C:6]([CH3:9])([CH3:8])[CH3:7])([CH3:5])[CH3:4], predict the reaction product. The product is: [Si:3]([O:10][CH2:11][C@@H:12]1[C@H:16]2[O:17][C:18]([CH3:21])([CH3:20])[O:19][C@H:15]2[C@H:14]([N:22]2[CH:30]=[N:29][C:28]3[C:23]2=[N:24][C:25]([I:1])=[N:26][C:27]=3[Cl:31])[O:13]1)([C:6]([CH3:9])([CH3:8])[CH3:7])([CH3:5])[CH3:4]. (7) Given the reactants [CH3:1][C:2]([CH3:5])([O-])[CH3:3].[K+].[CH2:7]([O:14][CH2:15][CH:16]1[CH2:21]CC(=O)C[CH2:17]1)[C:8]1[CH:13]=[CH:12][CH:11]=[CH:10][CH:9]=1, predict the reaction product. The product is: [CH2:1]=[C:2]1[CH2:5][CH2:17][CH:16]([CH2:15][O:14][CH2:7][C:8]2[CH:13]=[CH:12][CH:11]=[CH:10][CH:9]=2)[CH2:21][CH2:3]1.